Dataset: Catalyst prediction with 721,799 reactions and 888 catalyst types from USPTO. Task: Predict which catalyst facilitates the given reaction. (1) Reactant: [F:1][C:2]1([F:30])[O:6][C:5]2[CH:7]=[CH:8][C:9]([C:11]3([C:14]([NH:16][CH:17]4[C:26]5[C:21](=[CH:22][C:23]([OH:27])=[CH:24][CH:25]=5)[O:20][C:19]([CH3:29])([CH3:28])[CH2:18]4)=[O:15])[CH2:13][CH2:12]3)=[CH:10][C:4]=2[O:3]1.C(OP([C:39](Br)([F:41])[F:40])(=O)OCC)C.[OH-].[K+]. Product: [F:30][C:2]1([F:1])[O:6][C:5]2[CH:7]=[CH:8][C:9]([C:11]3([C:14]([NH:16][CH:17]4[C:26]5[C:21](=[CH:22][C:23]([O:27][CH:39]([F:41])[F:40])=[CH:24][CH:25]=5)[O:20][C:19]([CH3:28])([CH3:29])[CH2:18]4)=[O:15])[CH2:13][CH2:12]3)=[CH:10][C:4]=2[O:3]1. The catalyst class is: 47. (2) Reactant: [C:1]([O:5][C:6]([N:8]1[CH2:13][CH2:12][CH:11]([C:14](=O)[NH:15][CH2:16][C:17]([C:19]2[CH:24]=[CH:23][C:22]([F:25])=[C:21]([C:26]([F:29])([F:28])[F:27])[CH:20]=2)=O)[CH2:10][CH2:9]1)=[O:7])([CH3:4])([CH3:3])[CH3:2].C([O-])(=O)C.[NH4+:35]. Product: [C:1]([O:5][C:6]([N:8]1[CH2:13][CH2:12][CH:11]([C:14]2[NH:15][CH:16]=[C:17]([C:19]3[CH:24]=[CH:23][C:22]([F:25])=[C:21]([C:26]([F:29])([F:28])[F:27])[CH:20]=3)[N:35]=2)[CH2:10][CH2:9]1)=[O:7])([CH3:4])([CH3:3])[CH3:2]. The catalyst class is: 5. (3) Reactant: [C:1]([C:3]1[CH:4]=[C:5]2[N:11]=[C:10]([C:12]([C:14]3[C:22]([O:23][CH3:24])=[CH:21][C:20]([CH3:25])=[C:19]4[C:15]=3[CH:16]=[CH:17][N:18]4[C:26]([O:28][C:29]([CH3:32])([CH3:31])[CH3:30])=[O:27])=O)[N:9]([CH2:33][O:34][CH2:35][CH2:36][Si:37]([CH3:40])([CH3:39])[CH3:38])[C:6]2=[N:7][CH:8]=1)#[N:2].[CH3:41][Si:42]([CH3:50])([CH3:49])[CH2:43][CH2:44][S:45]([NH2:48])(=[O:47])=[O:46].[CH3:51][Mg]I.C1COCC1. Product: [C:1]([C:3]1[CH:4]=[C:5]2[N:11]=[C:10]([C:12]([C:14]3[C:22]([O:23][CH3:24])=[CH:21][C:20]([CH3:25])=[C:19]4[C:15]=3[CH:16]=[CH:17][N:18]4[C:26]([O:28][C:29]([CH3:32])([CH3:31])[CH3:30])=[O:27])([NH:48][S:45]([CH2:44][CH2:43][Si:42]([CH3:50])([CH3:49])[CH3:41])(=[O:47])=[O:46])[CH3:51])[N:9]([CH2:33][O:34][CH2:35][CH2:36][Si:37]([CH3:39])([CH3:40])[CH3:38])[C:6]2=[N:7][CH:8]=1)#[N:2]. The catalyst class is: 11.